Dataset: Catalyst prediction with 721,799 reactions and 888 catalyst types from USPTO. Task: Predict which catalyst facilitates the given reaction. Reactant: [C:1]([N:5]=[CH:6][C:7](=[O:12])[C:8]([CH3:11])([CH3:10])[CH3:9])([CH3:4])([CH3:3])[CH3:2].[C:13]([Li])([CH3:16])([CH3:15])[CH3:14]. Product: [C:1]([N:5]=[CH:6][C:7]([OH:12])([C:13]([CH3:16])([CH3:15])[CH3:14])[C:8]([CH3:11])([CH3:10])[CH3:9])([CH3:4])([CH3:3])[CH3:2]. The catalyst class is: 27.